From a dataset of Catalyst prediction with 721,799 reactions and 888 catalyst types from USPTO. Predict which catalyst facilitates the given reaction. (1) Reactant: [CH3:1][O:2][C:3]1[CH:11]=[CH:10][C:6]([C:7](O)=[O:8])=[C:5]([CH3:12])[CH:4]=1.[H-].[Al+3].[Li+].[H-].[H-].[H-]. Product: [CH3:1][O:2][C:3]1[CH:11]=[CH:10][C:6]([CH2:7][OH:8])=[C:5]([CH3:12])[CH:4]=1. The catalyst class is: 7. (2) Reactant: Cl.[CH3:2][C:3]1[N:8]=[C:7]([C:9]2[C:10](=[O:16])[NH:11][C:12](=[O:15])[NH:13][CH:14]=2)[CH:6]=[CH:5][CH:4]=1.C([O-])([O-])=O.[K+].[K+].Br[CH:24]([Cl:28])[CH2:25][CH2:26][CH3:27].CC1N=C(C2C(=O)NC(=O)NC=2)C=CC=1. Product: [Cl:28][CH2:24][CH2:25][CH2:26][CH2:27][N:13]1[CH:14]=[C:9]([C:7]2[CH:6]=[CH:5][CH:4]=[C:3]([CH3:2])[N:8]=2)[C:10](=[O:16])[NH:11][C:12]1=[O:15]. The catalyst class is: 18. (3) Reactant: [CH3:1][S:2]([NH:5][C:6]1[CH:21]=[CH:20][C:9]2[NH:10][C:11]([CH2:16][C:17](O)=[O:18])=[N:12][S:13](=[O:15])(=[O:14])[C:8]=2[CH:7]=1)(=[O:4])=[O:3].C([O:24][C:25]([C@H:27]1[C@@H:32]([NH:33][CH2:34][C:35]2[CH:40]=[CH:39][C:38]([F:41])=[CH:37][CH:36]=2)[C@H:31]2[CH2:42][C@@H:28]1[CH2:29][CH2:30]2)=O)C.CN1CCOCC1.Cl.CN(C)CCCN=C=NCC.C(N(CC)CC)C. Product: [F:41][C:38]1[CH:37]=[CH:36][C:35]([CH2:34][N:33]2[C:17](=[O:18])[C:16]([C:11]3[NH:10][C:9]4[CH:20]=[CH:21][C:6]([NH:5][S:2]([CH3:1])(=[O:4])=[O:3])=[CH:7][C:8]=4[S:13](=[O:14])(=[O:15])[N:12]=3)=[C:25]([OH:24])[C@H:27]3[C@@H:32]2[C@H:31]2[CH2:42][C@@H:28]3[CH2:29][CH2:30]2)=[CH:40][CH:39]=1. The catalyst class is: 10.